From a dataset of Reaction yield outcomes from USPTO patents with 853,638 reactions. Predict the reaction yield, written as a fraction of the theoretical maximum amount of product (1.0 means a 100% yield; for example, 0.34 means a 34% yield). (1) The reactants are [CH3:1][C:2]1[CH:3]=[C:4]2[C:8](=[CH:9][CH:10]=1)[C:7](=[O:11])[CH2:6][CH2:5]2.[N+:12]([O-])([O-:14])=[O:13].[K+]. The catalyst is S(=O)(=O)(O)O. The product is [CH3:1][C:2]1[CH:3]=[C:4]2[C:8](=[CH:9][C:10]=1[N+:12]([O-:14])=[O:13])[C:7](=[O:11])[CH2:6][CH2:5]2. The yield is 0.550. (2) The reactants are [CH3:1][S:2]([CH2:5][C:6]1[CH:7]=[C:8]([CH:10]=[CH:11][CH:12]=1)[NH2:9])(=[O:4])=[O:3].C(N(C(C)C)CC)(C)C.[Cl:22][C:23]1[N:28]=[C:27](Cl)[N:26]=[CH:25][N:24]=1. The catalyst is C(#N)C. The product is [Cl:22][C:23]1[N:28]=[CH:27][N:26]=[C:25]([NH:9][C:8]2[CH:10]=[CH:11][CH:12]=[C:6]([CH2:5][S:2]([CH3:1])(=[O:3])=[O:4])[CH:7]=2)[N:24]=1. The yield is 0.700. (3) The reactants are [C:1]([O:5][C:6]([N:8]1[CH2:13][CH2:12][NH:11][CH2:10][C:9]1([CH3:15])[CH3:14])=[O:7])([CH3:4])([CH3:3])[CH3:2].[CH2:16]([O:23][C:24]1[CH:29]=[CH:28][C:27]([C:30]2[CH:31]=[C:32]([CH:46]=O)[C:33]3[C:38]([CH3:39])=[N:37][N:36]([CH:40]4[CH2:45][CH2:44][CH2:43][CH2:42][O:41]4)[C:34]=3[N:35]=2)=[C:26]([F:48])[CH:25]=1)[C:17]1[CH:22]=[CH:21][CH:20]=[CH:19][CH:18]=1.C(O[BH-](OC(=O)C)OC(=O)C)(=O)C.[Na+].[Cl-].[NH4+]. The catalyst is ClCCl.C(O)(=O)C. The product is [C:1]([O:5][C:6]([N:8]1[CH2:13][CH2:12][N:11]([CH2:46][C:32]2[CH:31]=[C:30]([C:27]3[CH:28]=[CH:29][C:24]([O:23][CH2:16][C:17]4[CH:18]=[CH:19][CH:20]=[CH:21][CH:22]=4)=[CH:25][C:26]=3[F:48])[N:35]=[C:34]3[N:36]([CH:40]4[CH2:45][CH2:44][CH2:43][CH2:42][O:41]4)[N:37]=[C:38]([CH3:39])[C:33]=23)[CH2:10][C:9]1([CH3:15])[CH3:14])=[O:7])([CH3:4])([CH3:2])[CH3:3]. The yield is 1.00. (4) The reactants are Br[C:2]1[S:3][C:4]([CH3:7])=[CH:5][CH:6]=1.[Mg].[Br:9][C:10]1[CH:14]=[C:13](Br)[S:12][C:11]=1[CH3:16]. The catalyst is CCOCC.C1C=CC(P(C2C=CC=CC=2)[C-]2C=CC=C2)=CC=1.C1C=CC(P(C2C=CC=CC=2)[C-]2C=CC=C2)=CC=1.Cl[Pd]Cl.[Fe+2]. The product is [Br:9][C:10]1[CH:14]=[C:13]([C:2]2[S:3][C:4]([CH3:7])=[CH:5][CH:6]=2)[S:12][C:11]=1[CH3:16]. The yield is 0.740. (5) The reactants are C(N(CC)CC)C.[C:8](Cl)(=[O:12])[CH:9]([CH3:11])[CH3:10].[C:14]([O:18][C:19]([NH:21][CH2:22][C@H:23]([N:28]1[CH2:33][CH2:32][NH:31][CH2:30][CH2:29]1)[C:24]([O:26][CH3:27])=[O:25])=[O:20])([CH3:17])([CH3:16])[CH3:15].O. The catalyst is ClCCl. The product is [C:14]([O:18][C:19]([NH:21][CH2:22][C@H:23]([N:28]1[CH2:29][CH2:30][N:31]([C:8](=[O:12])[CH:9]([CH3:11])[CH3:10])[CH2:32][CH2:33]1)[C:24]([O:26][CH3:27])=[O:25])=[O:20])([CH3:17])([CH3:15])[CH3:16]. The yield is 0.810.